This data is from NCI-60 drug combinations with 297,098 pairs across 59 cell lines. The task is: Regression. Given two drug SMILES strings and cell line genomic features, predict the synergy score measuring deviation from expected non-interaction effect. (1) Drug 1: CN1CCC(CC1)COC2=C(C=C3C(=C2)N=CN=C3NC4=C(C=C(C=C4)Br)F)OC. Drug 2: CC1=CC2C(CCC3(C2CCC3(C(=O)C)OC(=O)C)C)C4(C1=CC(=O)CC4)C. Cell line: SK-MEL-5. Synergy scores: CSS=-9.62, Synergy_ZIP=8.11, Synergy_Bliss=3.54, Synergy_Loewe=-6.54, Synergy_HSA=-7.02. (2) Drug 1: C1CCC(CC1)NC(=O)N(CCCl)N=O. Drug 2: C1=CC=C(C=C1)NC(=O)CCCCCCC(=O)NO. Cell line: OVCAR-8. Synergy scores: CSS=48.2, Synergy_ZIP=-2.51, Synergy_Bliss=2.51, Synergy_Loewe=-25.0, Synergy_HSA=3.59.